This data is from Reaction yield outcomes from USPTO patents with 853,638 reactions. The task is: Predict the reaction yield, written as a fraction of the theoretical maximum amount of product (1.0 means a 100% yield; for example, 0.34 means a 34% yield). (1) The reactants are [F:1][C:2]1[CH:9]=[CH:8][C:5]([CH:6]=O)=[CH:4][CH:3]=1.C([CH2:13][S:14]([CH2:17][S:18]([CH2:21][C:22](O)=O)(=[O:20])=[O:19])(=[O:16])=[O:15])(O)=O. The catalyst is C(O)(=O)C. The product is [F:1][C:2]1[CH:9]=[CH:8][C:5](/[CH:6]=[CH:13]/[S:14]([CH2:17][S:18](/[CH:21]=[CH:22]/[C:5]2[CH:8]=[CH:9][C:2]([F:1])=[CH:3][CH:4]=2)(=[O:20])=[O:19])(=[O:16])=[O:15])=[CH:4][CH:3]=1. The yield is 0.740. (2) The reactants are [N:1]([C@@H:4]([C@@H:19]([C:21]1[CH:26]=[CH:25][CH:24]=[CH:23][CH:22]=1)[CH3:20])[C:5]([N:7]1[C@@H:11]([C:12]2[CH:17]=[CH:16][CH:15]=[CH:14][CH:13]=2)[CH2:10][O:9][C:8]1=[O:18])=[O:6])=[N+]=[N-].[C:27](O[C:27]([O:29][C:30]([CH3:33])([CH3:32])[CH3:31])=[O:28])([O:29][C:30]([CH3:33])([CH3:32])[CH3:31])=[O:28]. The catalyst is C(OCC)(=O)C.[Pd]. The product is [C:30]([O:29][C:27](=[O:28])[NH:1][C@H:4]([C:5]([N:7]1[C@@H:11]([C:12]2[CH:17]=[CH:16][CH:15]=[CH:14][CH:13]=2)[CH2:10][O:9][C:8]1=[O:18])=[O:6])[C@@H:19]([C:21]1[CH:26]=[CH:25][CH:24]=[CH:23][CH:22]=1)[CH3:20])([CH3:33])([CH3:32])[CH3:31]. The yield is 0.990.